Dataset: Reaction yield outcomes from USPTO patents with 853,638 reactions. Task: Predict the reaction yield, written as a fraction of the theoretical maximum amount of product (1.0 means a 100% yield; for example, 0.34 means a 34% yield). (1) The reactants are [CH3:1][S:2]([NH:5][C:6]1[CH:7]=[C:8]2[C:12](=[CH:13][CH:14]=1)[N:11]([CH2:15][C:16]([O:18][CH3:19])=[O:17])[CH:10]=[CH:9]2)(=[O:4])=[O:3].C([O-])([O-])=O.[K+].[K+].Cl.Cl[CH2:28][CH2:29][N:30]1[CH2:35][CH2:34][O:33][CH2:32][CH2:31]1. The catalyst is CC#N. The product is [O:33]1[CH2:34][CH2:35][N:30]([CH2:29][CH2:28][N:5]([C:6]2[CH:7]=[C:8]3[C:12](=[CH:13][CH:14]=2)[N:11]([CH2:15][C:16]([O:18][CH3:19])=[O:17])[CH:10]=[CH:9]3)[S:2]([CH3:1])(=[O:3])=[O:4])[CH2:31][CH2:32]1. The yield is 0.595. (2) The reactants are [CH3:1][O:2][C:3]([NH:5][C@@H:6]([CH:54]1[CH2:59][CH2:58][O:57][CH2:56][CH2:55]1)[C:7]([N:9]1[CH2:13][CH2:12][CH2:11][C@H:10]1[C:14]1[NH:18][C:17]2[C:19]3[C:24]([CH2:25][CH2:26][C:16]=2[N:15]=1)=[CH:23][C:22]([C:27]1[CH:28]=[C:29]2[C:34](=[CH:35][CH:36]=1)[CH:33]=[C:32]([C:37]1[NH:41][C:40]([C@@H:42]4[CH2:46][CH2:45][CH2:44][N:43]4C(OC(C)(C)C)=O)=[N:39][CH:38]=1)[CH:31]=[CH:30]2)=[CH:21][CH:20]=3)=[O:8])=[O:4].Cl.[CH3:61][O:62][C:63]([NH:65][C@H:66]([C:70]1[CH:75]=[CH:74][CH:73]=[CH:72][CH:71]=1)[C:67]([OH:69])=O)=[O:64].CCOC(C(C#N)=NOC(N1CCOCC1)=[N+](C)C)=O.F[P-](F)(F)(F)(F)F.CCN(C(C)C)C(C)C. The catalyst is C(Cl)Cl.CN(C=O)C. The product is [CH3:61][O:62][C:63]([NH:65][C@H:66]([C:70]1[CH:75]=[CH:74][CH:73]=[CH:72][CH:71]=1)[C:67]([N:43]1[CH2:44][CH2:45][CH2:46][C@H:42]1[C:40]1[NH:41][C:37]([C:32]2[CH:33]=[C:34]3[C:29](=[CH:30][CH:31]=2)[CH:28]=[C:27]([C:22]2[CH:23]=[C:24]4[C:19](=[CH:20][CH:21]=2)[C:17]2[NH:18][C:14]([C@@H:10]5[CH2:11][CH2:12][CH2:13][N:9]5[C:7](=[O:8])[C@@H:6]([NH:5][C:3](=[O:4])[O:2][CH3:1])[CH:54]5[CH2:55][CH2:56][O:57][CH2:58][CH2:59]5)=[N:15][C:16]=2[CH2:26][CH2:25]4)[CH:36]=[CH:35]3)=[CH:38][N:39]=1)=[O:69])=[O:64]. The yield is 0.380. (3) The reactants are [CH3:1][C:2]1[CH:3]=[C:4]2[C:9](=[C:10]([N:17]3[CH2:23][CH2:22][CH2:21][N:20]([CH2:24][C:25]4[CH:29]=[CH:28][N:27]([C:30]5[CH:35]=[CH:34][CH:33]=[CH:32][CH:31]=5)[N:26]=4)[CH2:19][CH2:18]3)[C:11]=1[O:12][CH2:13][C:14](O)=[O:15])[N:8]=[CH:7][CH:6]=[CH:5]2.Cl.[CH3:37][O:38][C:39]([CH:41]1[CH2:44][NH:43][CH2:42]1)=[O:40].CN(C(ON1N=NC2C=CC=NC1=2)=[N+](C)C)C.F[P-](F)(F)(F)(F)F.CCN(C(C)C)C(C)C. The catalyst is CN(C=O)C. The product is [CH3:37][O:38][C:39]([CH:41]1[CH2:44][N:43]([C:14](=[O:15])[CH2:13][O:12][C:11]2[C:10]([N:17]3[CH2:23][CH2:22][CH2:21][N:20]([CH2:24][C:25]4[CH:29]=[CH:28][N:27]([C:30]5[CH:31]=[CH:32][CH:33]=[CH:34][CH:35]=5)[N:26]=4)[CH2:19][CH2:18]3)=[C:9]3[C:4]([CH:5]=[CH:6][CH:7]=[N:8]3)=[CH:3][C:2]=2[CH3:1])[CH2:42]1)=[O:40]. The yield is 0.590. (4) The yield is 0.395. The reactants are Br[C:2]1[C:6]2[N:7]=[C:8]([Cl:17])[N:9]=[C:10]([N:11]3[CH2:16][CH2:15][O:14][CH2:13][CH2:12]3)[C:5]=2[S:4][CH:3]=1.O1CCO[CH2:20][CH2:19]1. The catalyst is C1C=CC([P]([Pd]([P](C2C=CC=CC=2)(C2C=CC=CC=2)C2C=CC=CC=2)([P](C2C=CC=CC=2)(C2C=CC=CC=2)C2C=CC=CC=2)[P](C2C=CC=CC=2)(C2C=CC=CC=2)C2C=CC=CC=2)(C2C=CC=CC=2)C2C=CC=CC=2)=CC=1. The product is [Cl:17][C:8]1[N:9]=[C:10]([N:11]2[CH2:16][CH2:15][O:14][CH2:13][CH2:12]2)[C:5]2[S:4][CH:3]=[C:2]([CH:19]=[CH2:20])[C:6]=2[N:7]=1. (5) The reactants are [Br:1][C:2]1[CH:3]=[CH:4][C:5]([O:8][C:9]2[CH:16]=[CH:15][C:12]([CH:13]=[O:14])=[CH:11][CH:10]=2)=[N:6][CH:7]=1.O[C:18]1C=CC(C=O)=C[CH:19]=1.BrC1C=CC(Br)=CN=1.C([O-])([O-])=O.[K+].[K+].C([O-])(O)=O.[Na+]. The catalyst is CC(N(C)C)=O.O. The product is [CH2:18]([C:15]1[CH:16]=[C:9]([O:8][C:5]2[CH:4]=[CH:3][C:2]([Br:1])=[CH:7][N:6]=2)[CH:10]=[CH:11][C:12]=1[CH:13]=[O:14])[CH3:19]. The yield is 0.360. (6) The reactants are [Br:1][C:2]1[CH:7]=[C:6]([CH3:8])[CH:5]=[CH:4][C:3]=1I.C([Mg]Cl)(C)C.[F:15][CH2:16][C:17](=[O:20])[CH2:18][F:19].CC(=O)OCC. The catalyst is C1COCC1. The product is [Br:1][C:2]1[CH:7]=[C:6]([CH3:8])[CH:5]=[CH:4][C:3]=1[C:17]([OH:20])([CH2:18][F:19])[CH2:16][F:15]. The yield is 0.550. (7) The reactants are [Br:1][C:2]1[CH:7]=[CH:6][C:5]([C:8](=[O:19])[CH2:9][N:10]2[CH:14]=[CH:13][CH:12]=[C:11]2[C:15]([O:17]C)=[O:16])=[CH:4][CH:3]=1.O.[OH-].[Li+]. The catalyst is C1COCC1.O.[OH-].[Na+]. The product is [Br:1][C:2]1[CH:3]=[CH:4][C:5]([C:8](=[O:19])[CH2:9][N:10]2[CH:14]=[CH:13][CH:12]=[C:11]2[C:15]([OH:17])=[O:16])=[CH:6][CH:7]=1. The yield is 0.720. (8) The reactants are Br[C:2]1[N:3]=[C:4]2[C:10]([C:11](=[O:20])[C:12]([CH3:19])([CH3:18])[CH2:13][CH2:14][CH2:15][C:16]#[N:17])=[CH:9][NH:8][C:5]2=[N:6][CH:7]=1.[CH3:21][O:22][C:23]1[CH:24]=[C:25](B(O)O)[CH:26]=[C:27]([O:31][CH3:32])[C:28]=1[O:29][CH3:30].C(=O)([O-])[O-].[K+].[K+].C(Cl)Cl. The catalyst is O1CCOCC1.O.C1C=CC(P(C2C=CC=CC=2)[C-]2C=CC=C2)=CC=1.C1C=CC(P(C2C=CC=CC=2)[C-]2C=CC=C2)=CC=1.Cl[Pd]Cl.[Fe+2]. The product is [CH3:18][C:12]([CH3:19])([C:11](=[O:20])[C:10]1[C:4]2[C:5](=[N:6][CH:7]=[C:2]([C:25]3[CH:26]=[C:27]([O:31][CH3:32])[C:28]([O:29][CH3:30])=[C:23]([O:22][CH3:21])[CH:24]=3)[N:3]=2)[NH:8][CH:9]=1)[CH2:13][CH2:14][CH2:15][C:16]#[N:17]. The yield is 0.0400. (9) The reactants are COCCN(S(F)(F)F)CCOC.B(F)(F)F.CCOCC.[C:23]([O:31][CH2:32][C@@:33]1([CH3:40])[CH2:38][C:37](=O)[CH2:36][CH2:35][O:34]1)(=[O:30])[C:24]1[CH:29]=[CH:28][CH:27]=[CH:26][CH:25]=1.[FH:41].[FH:42].F.C(N(CC)CC)C.C[N+]1([O-])CCOCC1. The catalyst is C(Cl)Cl.CC(C)=O.CCOC(C)=O.[Os](=O)(=O)(=O)=O.O.C1COCC1. The product is [C:23]([O:31][CH2:32][C@@:33]1([CH3:40])[CH2:38][C:37]([F:42])([F:41])[CH2:36][CH2:35][O:34]1)(=[O:30])[C:24]1[CH:29]=[CH:28][CH:27]=[CH:26][CH:25]=1. The yield is 0.630.